Dataset: Forward reaction prediction with 1.9M reactions from USPTO patents (1976-2016). Task: Predict the product of the given reaction. (1) Given the reactants [S:1]1[CH:5]=[CH:4][CH:3]=[C:2]1[CH:6]=O.[CH3:8][O:9][CH2:10][CH2:11][NH2:12].[C:13]1(=[O:24])[O:19][C:17](=O)[C:16]2=[CH:20][CH:21]=[CH:22][CH:23]=[C:15]2[CH2:14]1.[NH2:25][C:26]1[CH:30]=[C:29]([C:31]2[CH:36]=[CH:35][C:34]([F:37])=[CH:33][CH:32]=2)[O:28][N:27]=1, predict the reaction product. The product is: [F:37][C:34]1[CH:33]=[CH:32][C:31]([C:29]2[O:28][N:27]=[C:26]([NH:25][C:13]([CH:14]3[C:15]4[C:16](=[CH:20][CH:21]=[CH:22][CH:23]=4)[C:17](=[O:19])[N:12]([CH2:11][CH2:10][O:9][CH3:8])[CH:6]3[C:2]3[S:1][CH:5]=[CH:4][CH:3]=3)=[O:24])[CH:30]=2)=[CH:36][CH:35]=1. (2) Given the reactants [CH2:1]([CH:3]([CH2:25][CH2:26][CH2:27][CH3:28])[CH2:4][O:5][C:6]([CH:8]1[CH2:13][CH:12]=[CH:11][CH2:10][CH:9]1[C:14]([O:16][CH2:17][CH:18]([CH2:23][CH3:24])[CH2:19][CH2:20][CH2:21][CH3:22])=[O:15])=[O:7])[CH3:2].[S:29]([O-:32])([OH:31])=[O:30].[Na+:33].N(C(C)(C)C#N)=NC(C)(C)C#N, predict the reaction product. The product is: [CH2:23]([CH:18]([CH2:19][CH2:20][CH2:21][CH3:22])[CH2:17][O:16][C:14]([CH:9]1[CH:8]([C:6]([O:5][CH2:4][CH:3]([CH2:1][CH3:2])[CH2:25][CH2:26][CH2:27][CH3:28])=[O:7])[CH2:13][CH2:12][CH:11]([S:29]([O-:32])(=[O:31])=[O:30])[CH2:10]1)=[O:15])[CH3:24].[Na+:33]. (3) Given the reactants [CH3:1][S:2]([C:5]1[CH:13]=[CH:12][C:8]([C:9]([OH:11])=O)=[CH:7][CH:6]=1)(=[O:4])=[O:3].C1N=CN(C(N2C=NC=C2)=O)C=1.Cl.[NH2:27][CH2:28][C:29]1[CH:30]=[C:31]2[C:35](=[CH:36][CH:37]=1)[C:34](=[O:38])[N:33]([C@@:39]1([CH3:47])[CH2:44][CH2:43][C:42](=[O:45])[NH:41][C:40]1=[O:46])[C:32]2=[O:48].CC#N, predict the reaction product. The product is: [CH3:47][C@:39]1([N:33]2[C:32](=[O:48])[C:31]3[C:35](=[CH:36][CH:37]=[C:29]([CH2:28][NH:27][C:9](=[O:11])[C:8]4[CH:7]=[CH:6][C:5]([S:2]([CH3:1])(=[O:3])=[O:4])=[CH:13][CH:12]=4)[CH:30]=3)[C:34]2=[O:38])[CH2:44][CH2:43][C:42](=[O:45])[NH:41][C:40]1=[O:46]. (4) Given the reactants [C:1]([C:5]1[CH:6]=[C:7]([NH:11][C:12]([NH:14][C:15]2[CH:20]=[C:19]([O:21][CH:22]3[CH2:27][CH2:26][NH:25][CH2:24][CH2:23]3)[CH:18]=[C:17]([F:28])[CH:16]=2)=[O:13])[N:8]([CH3:10])[N:9]=1)([CH3:4])([CH3:3])[CH3:2].C(N(CC)CC)C.[Cl:36][C:37]([Cl:42])([Cl:41])[C:38](Cl)=[O:39], predict the reaction product. The product is: [C:1]([C:5]1[CH:6]=[C:7]([NH:11][C:12]([NH:14][C:15]2[CH:20]=[C:19]([O:21][CH:22]3[CH2:23][CH2:24][N:25]([C:38](=[O:39])[C:37]([Cl:42])([Cl:41])[Cl:36])[CH2:26][CH2:27]3)[CH:18]=[C:17]([F:28])[CH:16]=2)=[O:13])[N:8]([CH3:10])[N:9]=1)([CH3:4])([CH3:2])[CH3:3]. (5) Given the reactants [F:1][C:2]1[CH:7]=[CH:6][C:5]([C:8]2[N:12]([S:13]([C:16]3[CH:17]=[N:18][CH:19]=[CH:20][CH:21]=3)(=[O:15])=[O:14])[CH:11]=[C:10]([CH2:22][N:23](C)[C:24](=O)OC(C)(C)C)[CH:9]=2)=[CH:4][CH:3]=1.FC(F)(F)C(O)=O.C(=O)([O-])O.[Na+].[Cl:44]CCl, predict the reaction product. The product is: [ClH:44].[ClH:44].[F:1][C:2]1[CH:3]=[CH:4][C:5]([C:8]2[N:12]([S:13]([C:16]3[CH:17]=[N:18][CH:19]=[CH:20][CH:21]=3)(=[O:15])=[O:14])[CH:11]=[C:10]([CH2:22][NH:23][CH3:24])[CH:9]=2)=[CH:6][CH:7]=1. (6) The product is: [F:11][C:9]([F:10])([F:12])[C:7]1[CH:6]=[C:5]([C:13]2[N:17]=[CH:16][N:15](/[CH:18]=[CH:19]\[C:20]([NH:34][NH:33][C:31]([CH:27]3[CH2:28][CH2:29][CH2:30][NH:25][CH2:26]3)=[O:32])=[O:22])[N:14]=2)[CH:4]=[C:3]([C:2]([F:23])([F:24])[F:1])[CH:8]=1. Given the reactants [F:1][C:2]([F:24])([F:23])[C:3]1[CH:4]=[C:5]([C:13]2[N:17]=[CH:16][N:15](/[CH:18]=[CH:19]\[C:20]([OH:22])=O)[N:14]=2)[CH:6]=[C:7]([C:9]([F:12])([F:11])[F:10])[CH:8]=1.[NH:25]1[CH2:30][CH2:29][CH2:28][CH:27]([C:31]([NH:33][NH2:34])=[O:32])[CH2:26]1.C(P1(=O)OP(CCC)(=O)OP(CCC)(=O)O1)CC.CCN(C(C)C)C(C)C, predict the reaction product. (7) Given the reactants [CH:1]1([C:4]2[CH:9]=[CH:8][C:7]([N:10]3[CH2:14][CH2:13][C:12]4([CH2:19][CH2:18][NH:17][CH2:16][CH2:15]4)[C:11]3=[O:20])=[CH:6][CH:5]=2)[CH2:3][CH2:2]1.C(O)(=O)C.[Na].[C:26]1([CH2:32][CH2:33][CH:34]=O)[CH:31]=[CH:30][CH:29]=[CH:28][CH:27]=1, predict the reaction product. The product is: [CH:1]1([C:4]2[CH:9]=[CH:8][C:7]([N:10]3[CH2:14][CH2:13][C:12]4([CH2:19][CH2:18][N:17]([CH2:34][CH2:33][CH2:32][C:26]5[CH:31]=[CH:30][CH:29]=[CH:28][CH:27]=5)[CH2:16][CH2:15]4)[C:11]3=[O:20])=[CH:6][CH:5]=2)[CH2:3][CH2:2]1.